This data is from Reaction yield outcomes from USPTO patents with 853,638 reactions. The task is: Predict the reaction yield, written as a fraction of the theoretical maximum amount of product (1.0 means a 100% yield; for example, 0.34 means a 34% yield). The reactants are [OH-].[Na+].[CH3:3][C:4]1[CH:5]=[C:6]([CH:12]=[C:13]([CH3:32])[C:14]=1[NH:15][C:16](=[O:31])[C:17]1[CH:22]=[C:21]([N:23]2[CH2:28][CH2:27][C:26](=[O:29])[CH2:25][CH2:24]2)[CH:20]=[CH:19][C:18]=1[CH3:30])[C:7]([O:9]CC)=[O:8].CO. The catalyst is C1COCC1. The product is [CH3:32][C:13]1[CH:12]=[C:6]([CH:5]=[C:4]([CH3:3])[C:14]=1[NH:15][C:16](=[O:31])[C:17]1[CH:22]=[C:21]([N:23]2[CH2:24][CH2:25][C:26](=[O:29])[CH2:27][CH2:28]2)[CH:20]=[CH:19][C:18]=1[CH3:30])[C:7]([OH:9])=[O:8]. The yield is 0.990.